This data is from Full USPTO retrosynthesis dataset with 1.9M reactions from patents (1976-2016). The task is: Predict the reactants needed to synthesize the given product. (1) Given the product [NH2:18][C:6]1[C:7]([C:8]([O:10][N:11]=[C:12]([NH2:16])[CH:13]([CH3:15])[CH3:14])=[O:9])=[C:2]([Cl:1])[N:3]=[CH:4][N:5]=1, predict the reactants needed to synthesize it. The reactants are: [Cl:1][C:2]1[C:7]([C:8]([O:10][N:11]=[C:12]([NH2:16])[CH:13]([CH3:15])[CH3:14])=[O:9])=[C:6](Cl)[N:5]=[CH:4][N:3]=1.[NH3:18].C(Cl)Cl. (2) Given the product [ClH:52].[CH:41]1([N:36]2[C:37]3[C:32](=[CH:31][C:30]([F:48])=[C:29]([N:25]4[CH2:26][CH2:27][CH2:28][C:23](=[C:21]([F:22])[CH2:20][NH:19][C:17](=[O:18])[C@@H:16]([NH:15][CH3:13])[CH3:49])[CH2:24]4)[C:38]=3[O:39][CH3:40])[C:33](=[O:47])[C:34]([C:44]([OH:46])=[O:45])=[CH:35]2)[CH2:42][CH2:43]1, predict the reactants needed to synthesize it. The reactants are: C(O)(C(F)(F)F)=O.C(O[C:13]([N:15](C)[C@@H:16]([CH3:49])[C:17]([NH:19][CH2:20][C:21](=[C:23]1[CH2:28][CH2:27][CH2:26][N:25]([C:29]2[C:38]([O:39][CH3:40])=[C:37]3[C:32]([C:33](=[O:47])[C:34]([C:44]([OH:46])=[O:45])=[CH:35][N:36]3[CH:41]3[CH2:43][CH2:42]3)=[CH:31][C:30]=2[F:48])[CH2:24]1)[F:22])=[O:18])=O)(C)(C)C.C(Cl)[Cl:52]. (3) The reactants are: FC(F)(F)S(O[C:7]1[C:16]2[C:11](=[CH:12][CH:13]=[CH:14][CH:15]=2)[CH:10]=[CH:9][C:8]=1[C:17]([O:19][CH2:20][CH3:21])=[O:18])(=O)=O.[CH:24]1[C:37]2[CH:36]=[C:35](B(O)O)[C:34]3[C:29](=[CH:30][CH:31]=[CH:32][CH:33]=3)[C:28]=2[CH:27]=[CH:26][CH:25]=1.C(=O)([O-])[O-].[Na+].[Na+]. Given the product [CH:24]1[C:37]2[CH:36]=[C:35]([C:7]3[C:16]4[C:11](=[CH:12][CH:13]=[CH:14][CH:15]=4)[CH:10]=[CH:9][C:8]=3[C:17]([O:19][CH2:20][CH3:21])=[O:18])[C:34]3[C:29](=[CH:30][CH:31]=[CH:32][CH:33]=3)[C:28]=2[CH:27]=[CH:26][CH:25]=1, predict the reactants needed to synthesize it. (4) Given the product [CH3:10][C:8]([C:5]1[CH:4]=[CH:3][C:2]([OH:1])=[CH:7][CH:6]=1)([C:11]1[CH:16]=[CH:15][C:14]([OH:17])=[CH:13][CH:12]=1)[CH3:9].[C:18]1([OH:24])[CH:23]=[CH:22][CH:21]=[CH:20][CH:19]=1, predict the reactants needed to synthesize it. The reactants are: [OH:1][C:2]1[CH:7]=[CH:6][C:5]([C:8]([C:11]2[CH:16]=[CH:15][C:14]([OH:17])=[CH:13][CH:12]=2)([CH3:10])[CH3:9])=[CH:4][CH:3]=1.[C:18]1([OH:24])[CH:23]=[CH:22][CH:21]=[CH:20][CH:19]=1.CC(C)=O. (5) Given the product [F:19][C:16]1[CH:17]=[CH:18][C:13]([C:12]2[N:11]=[C:10]([S:20][CH3:21])[N:9]([CH3:22])[C:8]=2[C:6]2[CH:5]=[CH:4][N:3]=[C:2]([NH:23][CH2:24][CH:25]([OH:27])[CH3:26])[CH:7]=2)=[CH:14][CH:15]=1, predict the reactants needed to synthesize it. The reactants are: F[C:2]1[CH:7]=[C:6]([C:8]2[N:9]([CH3:22])[C:10]([S:20][CH3:21])=[N:11][C:12]=2[C:13]2[CH:18]=[CH:17][C:16]([F:19])=[CH:15][CH:14]=2)[CH:5]=[CH:4][N:3]=1.[NH2:23][CH2:24][CH:25]([OH:27])[CH3:26]. (6) Given the product [N:1]1([C:7]2[C:8]3[CH:31]=[CH:30][N:29]([CH2:32][CH2:33][N:35]4[CH2:39][CH2:38][CH2:37][CH2:36]4)[C:9]=3[N:10]=[C:11]([C:13]3[CH:14]=[CH:15][C:16]([NH:19][C:20]([NH:22][C:23]4[CH:24]=[CH:25][N:26]=[CH:27][CH:28]=4)=[O:21])=[CH:17][CH:18]=3)[N:12]=2)[CH2:2][CH2:3][O:4][CH2:5][CH2:6]1, predict the reactants needed to synthesize it. The reactants are: [N:1]1([C:7]2[C:8]3[CH:31]=[CH:30][N:29]([CH2:32][CH:33]=O)[C:9]=3[N:10]=[C:11]([C:13]3[CH:18]=[CH:17][C:16]([NH:19][C:20]([NH:22][C:23]4[CH:28]=[CH:27][N:26]=[CH:25][CH:24]=4)=[O:21])=[CH:15][CH:14]=3)[N:12]=2)[CH2:6][CH2:5][O:4][CH2:3][CH2:2]1.[NH:35]1[CH2:39][CH2:38][CH2:37][CH2:36]1.[BH3-]C#N.[Na+].[OH-].[Na+]. (7) Given the product [Cl:18][C:19]1[CH:20]=[C:21]([CH:29]=[CH:30][C:31]=1[O:32][C:33]([F:36])([F:34])[F:35])[O:22][CH:23]1[CH2:28][CH2:27][N:26]([CH2:2][C:3]([NH:5][C@@H:6]2[CH2:11][O:10][C:9]3=[N:12][C:13]([N+:15]([O-:17])=[O:16])=[CH:14][N:8]3[CH2:7]2)=[O:4])[CH2:25][CH2:24]1, predict the reactants needed to synthesize it. The reactants are: Cl[CH2:2][C:3]([NH:5][C@@H:6]1[CH2:11][O:10][C:9]2=[N:12][C:13]([N+:15]([O-:17])=[O:16])=[CH:14][N:8]2[CH2:7]1)=[O:4].[Cl:18][C:19]1[CH:20]=[C:21]([CH:29]=[CH:30][C:31]=1[O:32][C:33]([F:36])([F:35])[F:34])[O:22][CH:23]1[CH2:28][CH2:27][NH:26][CH2:25][CH2:24]1. (8) Given the product [Cl:33][C:34]1[CH:35]=[C:36]([CH:44]=[CH:45][CH:46]=1)[CH2:37][C:38]1[S:42][C:41]([NH:43][C:19]([C:18]2[CH:22]=[CH:23][C:15]([O:14][C@@H:11]3[CH2:10][CH2:9][C@H:8]([C:6]([O:5][C:1]([CH3:4])([CH3:2])[CH3:3])=[O:7])[CH2:13][CH2:12]3)=[N:16][CH:17]=2)=[O:21])=[N:40][N:39]=1, predict the reactants needed to synthesize it. The reactants are: [C:1]([O:5][C:6]([C@@H:8]1[CH2:13][CH2:12][C@H:11]([O:14][C:15]2[CH:23]=[CH:22][C:18]([C:19]([OH:21])=O)=[CH:17][N:16]=2)[CH2:10][CH2:9]1)=[O:7])([CH3:4])([CH3:3])[CH3:2].C(N(C(C)C)CC)(C)C.[Cl:33][C:34]1[CH:35]=[C:36]([CH:44]=[CH:45][CH:46]=1)[CH2:37][C:38]1[S:42][C:41]([NH2:43])=[N:40][N:39]=1. (9) Given the product [C:23]([NH:36][NH:37][C:18]([C:3]1[C:4](=[O:17])[N:5]([CH:12]=[CH:13][C:14](=[CH2:16])[CH3:15])[C:6]2[C:11]([C:2]=1[OH:1])=[CH:10][CH:9]=[CH:8][CH:7]=2)=[O:20])(=[O:35])[CH2:24][CH2:25][CH2:26][CH2:27][CH2:28][CH2:29][CH2:30][CH2:31][CH2:32][CH2:33][CH3:34], predict the reactants needed to synthesize it. The reactants are: [OH:1][C:2]1[C:11]2[C:6](=[CH:7][CH:8]=[CH:9][CH:10]=2)[N:5]([CH:12]=[CH:13][C:14](=[CH2:16])[CH3:15])[C:4](=[O:17])[C:3]=1[C:18]([O:20]CC)=O.[C:23]([NH:36][NH2:37])(=[O:35])[CH2:24][CH2:25][CH2:26][CH2:27][CH2:28][CH2:29][CH2:30][CH2:31][CH2:32][CH2:33][CH3:34].